This data is from Catalyst prediction with 721,799 reactions and 888 catalyst types from USPTO. The task is: Predict which catalyst facilitates the given reaction. (1) Product: [CH2:29]([N:6]1[CH2:5][C:21](=[O:23])[NH:20][C@@H:8]([CH2:9][O:10][CH2:11][C:12]2[CH:17]=[CH:16][C:15]([O:18][CH3:19])=[CH:14][CH:13]=2)[C:7]1=[O:28])[C:30]1[CH:31]=[CH:32][CH:33]=[CH:34][CH:35]=1. Reactant: C(OC(=O)[CH2:5][N:6]([CH2:29][C:30]1[CH:35]=[CH:34][CH:33]=[CH:32][CH:31]=1)[C:7](=[O:28])[C@@H:8]([NH:20][C:21]([O:23]C(C)(C)C)=O)[CH2:9][O:10][CH2:11][C:12]1[CH:17]=[CH:16][C:15]([O:18][CH3:19])=[CH:14][CH:13]=1)C.C(Cl)(=O)C. The catalyst class is: 5. (2) Reactant: [CH3:1][O:2][C:3]1[N:7]=[C:6]([NH2:8])[S:5][N:4]=1.[C:9](Cl)(=[O:17])[O:10][C:11]1[CH:16]=[CH:15][CH:14]=[CH:13][CH:12]=1.C(N(CC)CC)C.O. Product: [C:11]1([O:10][C:9](=[O:17])[NH:8][C:6]2[S:5][N:4]=[C:3]([O:2][CH3:1])[N:7]=2)[CH:16]=[CH:15][CH:14]=[CH:13][CH:12]=1. The catalyst class is: 4. (3) Reactant: [O:1]=[C:2]1[C:11]([C:12]([O:14]CC)=[O:13])=[N:10][C:9]2[C:4](=[CH:5][CH:6]=[CH:7][CH:8]=2)[N:3]1[CH2:17][O:18][CH2:19][C:20]([F:23])([F:22])[F:21].O.[OH-].[Li+]. Product: [O:1]=[C:2]1[C:11]([C:12]([OH:14])=[O:13])=[N:10][C:9]2[C:4](=[CH:5][CH:6]=[CH:7][CH:8]=2)[N:3]1[CH2:17][O:18][CH2:19][C:20]([F:23])([F:21])[F:22]. The catalyst class is: 40. (4) Reactant: [F:1][C:2]1[C:3]([Cl:31])=[C:4]2[C:14]3[C:9](=[CH:10][N:11]=[C:12]([C:15]4[CH:16]=[N:17][CH:18]=[CH:19][CH:20]=4)[CH:13]=3)[N:8](S(C3C=CC(C)=CC=3)(=O)=O)[C:5]2=[N:6][CH:7]=1.CO.C1COCC1.[OH-].[Li+]. Product: [Cl:31][C:3]1[C:2]([F:1])=[CH:7][N:6]=[C:5]2[NH:8][C:9]3[C:14]([C:4]=12)=[CH:13][C:12]([C:15]1[CH:16]=[N:17][CH:18]=[CH:19][CH:20]=1)=[N:11][CH:10]=3. The catalyst class is: 6. (5) Reactant: [CH:1]1([NH2:5])[CH2:4][CH2:3][CH2:2]1.[Cl:6][C:7]1[N:12]=[C:11](Cl)[C:10]([N+:14]([O-:16])=[O:15])=[C:9]([Cl:17])[N:8]=1.CCN(C(C)C)C(C)C. Product: [Cl:6][C:7]1[N:12]=[C:11]([NH:5][CH:1]2[CH2:4][CH2:3][CH2:2]2)[C:10]([N+:14]([O-:16])=[O:15])=[C:9]([Cl:17])[N:8]=1. The catalyst class is: 41. (6) Reactant: Br[CH2:2][C:3]([C:5]1[CH:10]=[CH:9][C:8]([F:11])=[CH:7][CH:6]=1)=O.[Cl:12][C:13]1[N:18]=[N:17][C:16]([NH2:19])=[CH:15][CH:14]=1. Product: [Cl:12][C:13]1[CH:14]=[CH:15][C:16]2[N:17]([CH:2]=[C:3]([C:5]3[CH:10]=[CH:9][C:8]([F:11])=[CH:7][CH:6]=3)[N:19]=2)[N:18]=1. The catalyst class is: 8. (7) Reactant: [Cl:1][C:2]1[C:3]([F:29])=[C:4]([NH:8][C:9]2[C:18]3[C:13](=[CH:14][C:15]([O:19][C@@H:20]4[CH2:24][NH:23][C@H:22]([C:25]([O:27][CH3:28])=[O:26])[CH2:21]4)=[CH:16][CH:17]=3)[N:12]=[CH:11][N:10]=2)[CH:5]=[CH:6][CH:7]=1.S([O-])([O-])(=O)=O.[Mg+2].C=O.[C:38]([BH3-])#N.[Na+]. Product: [Cl:1][C:2]1[C:3]([F:29])=[C:4]([NH:8][C:9]2[C:18]3[C:13](=[CH:14][C:15]([O:19][C@@H:20]4[CH2:24][N:23]([CH3:38])[C@H:22]([C:25]([O:27][CH3:28])=[O:26])[CH2:21]4)=[CH:16][CH:17]=3)[N:12]=[CH:11][N:10]=2)[CH:5]=[CH:6][CH:7]=1. The catalyst class is: 5. (8) Reactant: [Cl:1][C:2]1[CH:3]=[C:4]([C:9]([C:22]([F:25])([F:24])[F:23])=[CH:10][C:11]([C:13]2[CH:21]=[CH:20][C:16]([C:17](O)=[O:18])=[CH:15][CH:14]=2)=[O:12])[CH:5]=[C:6]([Cl:8])[CH:7]=1.[N:26]1[CH:31]=[CH:30][CH:29]=[CH:28][C:27]=1[CH2:32][NH2:33].[Cl-].C(N(CC)CCCN=C=NCC)C.C(OCC)(=O)C. Product: [Cl:1][C:2]1[CH:3]=[C:4]([C:9]([C:22]([F:25])([F:24])[F:23])=[CH:10][C:11]([C:13]2[CH:14]=[CH:15][C:16]([C:17]([NH:33][CH2:32][C:27]3[CH:28]=[CH:29][CH:30]=[CH:31][N:26]=3)=[O:18])=[CH:20][CH:21]=2)=[O:12])[CH:5]=[C:6]([Cl:8])[CH:7]=1. The catalyst class is: 9.